This data is from Cav3 T-type calcium channel HTS with 100,875 compounds. The task is: Binary Classification. Given a drug SMILES string, predict its activity (active/inactive) in a high-throughput screening assay against a specified biological target. (1) The compound is Clc1cc(/N=c2/sc(cc(=O)n2CCc2ccc(OC)cc2)C(OC)=O)ccc1F. The result is 0 (inactive). (2) The molecule is O=C1N(C(\C(C1=O)=C(/O)c1ccncc1)c1ccccc1)CCCN(C)C. The result is 0 (inactive). (3) The compound is s1c(c(c2c1nc(SCC(=O)NCc1occc1)[nH]c2=O)C)C. The result is 0 (inactive). (4) The molecule is S(CC(=O)c1ccc(F)cc1)c1nc([nH]n1)C. The result is 0 (inactive). (5) The molecule is S(c1nc2c(c(c1)C)ccc(OC)c2)CC#N. The result is 0 (inactive). (6) The molecule is n1(ncc2c1ncnc2NCc1cccnc1)c1ccccc1. The result is 0 (inactive). (7) The compound is O=C1CCCC\C1=N\Nc1ccc(OC)cc1. The result is 0 (inactive).